Dataset: Peptide-MHC class II binding affinity with 134,281 pairs from IEDB. Task: Regression. Given a peptide amino acid sequence and an MHC pseudo amino acid sequence, predict their binding affinity value. This is MHC class II binding data. (1) The peptide sequence is QSCRRPNAQRFGISNYCQI. The binding affinity (normalized) is 0. The MHC is HLA-DQA10102-DQB10602 with pseudo-sequence HLA-DQA10102-DQB10602. (2) The peptide sequence is TLELLYADTVAFCFR. The MHC is DRB3_0202 with pseudo-sequence DRB3_0202. The binding affinity (normalized) is 0.191. (3) The peptide sequence is ASYFAADRILPELTE. The MHC is DRB1_0901 with pseudo-sequence DRB1_0901. The binding affinity (normalized) is 0.490. (4) The peptide sequence is FRHLAREKNPRLCTK. The MHC is DRB1_1301 with pseudo-sequence DRB1_1301. The binding affinity (normalized) is 0.797.